This data is from Full USPTO retrosynthesis dataset with 1.9M reactions from patents (1976-2016). The task is: Predict the reactants needed to synthesize the given product. (1) Given the product [CH2:12]([O:19][C:20]([C:22]1[CH:23]=[CH:24][C:25]([O:26][C:2]2[C:3]([F:11])=[C:4]([F:10])[C:5]([F:9])=[C:6]([F:8])[N:7]=2)=[CH:27][CH:28]=1)=[O:21])[C:13]1[CH:14]=[CH:15][CH:16]=[CH:17][CH:18]=1, predict the reactants needed to synthesize it. The reactants are: F[C:2]1[N:7]=[C:6]([F:8])[C:5]([F:9])=[C:4]([F:10])[C:3]=1[F:11].[CH2:12]([O:19][C:20]([C:22]1[CH:28]=[CH:27][C:25]([O-:26])=[CH:24][CH:23]=1)=[O:21])[C:13]1[CH:18]=[CH:17][CH:16]=[CH:15][CH:14]=1.[K+].[K]. (2) Given the product [CH:4]12[O:9][CH:8]1[CH2:7][N:6]([C:10]([O:12][C:13]([CH3:16])([CH3:15])[CH3:14])=[O:11])[CH2:5]2, predict the reactants needed to synthesize it. The reactants are: [Na].[OH-].Br[CH:4]1[CH:8]([OH:9])[CH2:7][N:6]([C:10]([O:12][C:13]([CH3:16])([CH3:15])[CH3:14])=[O:11])[CH2:5]1. (3) Given the product [O:23]=[C:6]1[O:5][CH2:10][CH:9]([NH:12][C:13](=[O:14])[O:15][CH2:16][C:17]2[CH:18]=[CH:19][CH:20]=[CH:21][CH:22]=2)[CH2:8][CH2:7]1, predict the reactants needed to synthesize it. The reactants are: C([O:5][C:6](=[O:23])[CH2:7][CH2:8][CH:9]([NH:12][C:13]([O:15][CH2:16][C:17]1[CH:22]=[CH:21][CH:20]=[CH:19][CH:18]=1)=[O:14])[CH2:10]O)(C)(C)C.O. (4) Given the product [N:34]1([C:5]([NH:31][C:28]2[CH:27]=[CH:26][C:25]([C@H:22]3[CH2:21][CH2:20][C@H:19]([C:17]([OH:16])=[O:18])[CH2:24][CH2:23]3)=[CH:30][CH:29]=2)=[O:11])[C:35]2[C:36](=[CH:17][CH:19]=[CH:20][CH:21]=2)[CH2:38][CH2:37]1, predict the reactants needed to synthesize it. The reactants are: ClC(Cl)(O[C:5](=[O:11])OC(Cl)(Cl)Cl)Cl.C([O:16][C:17]([C@H:19]1[CH2:24][CH2:23][C@H:22]([C:25]2[CH:30]=[CH:29][C:28]([NH2:31])=[CH:27][CH:26]=2)[CH2:21][CH2:20]1)=[O:18])(C)C.C([N:34]([CH2:37][CH3:38])[CH2:35][CH3:36])C. (5) Given the product [F:1][C:2]1[CH:3]=[C:4]2[C:8](=[CH:9][CH:10]=1)[N:7]([CH2:11][C:12]([OH:14])=[O:13])[C:6]([CH3:16])=[C:5]2[CH2:17][C:18]1[CH:23]=[CH:22][C:21](=[O:24])[N:20]([CH2:25][C:26]2[CH:27]=[CH:28][C:29]([F:32])=[CH:30][CH:31]=2)[CH:19]=1, predict the reactants needed to synthesize it. The reactants are: [F:1][C:2]1[CH:3]=[C:4]2[C:8](=[CH:9][CH:10]=1)[N:7]([CH2:11][C:12]([O:14]C)=[O:13])[C:6]([CH3:16])=[C:5]2[CH2:17][C:18]1[CH:23]=[CH:22][C:21](=[O:24])[N:20]([CH2:25][C:26]2[CH:31]=[CH:30][C:29]([F:32])=[CH:28][CH:27]=2)[CH:19]=1.O.[OH-].[Li+].